The task is: Predict which catalyst facilitates the given reaction.. This data is from Catalyst prediction with 721,799 reactions and 888 catalyst types from USPTO. Reactant: Br[C:2]1[CH:3]=[C:4]([NH:10][C:11]2[CH:16]=[CH:15][C:14]([N:17]3[CH2:20][CH:19]([OH:21])[CH2:18]3)=[CH:13][N:12]=2)[C:5](=[O:9])[N:6]([CH3:8])[CH:7]=1.[C:22]([O:25][CH2:26][C:27]1[C:28]([N:42]2[CH2:53][CH2:52][N:51]3[C:44](=[CH:45][C:46]4[CH2:47][C:48]([CH3:55])([CH3:54])[CH2:49][C:50]=43)[C:43]2=[O:56])=[N:29][CH:30]=[CH:31][C:32]=1B1OC(C)(C)C(C)(C)O1)(=[O:24])[CH3:23].[O-]P([O-])([O-])=O.[K+].[K+].[K+].C([O-])(=O)C.[Na+]. Product: [C:22]([O:25][CH2:26][C:27]1[C:28]([N:42]2[CH2:53][CH2:52][N:51]3[C:44](=[CH:45][C:46]4[CH2:47][C:48]([CH3:55])([CH3:54])[CH2:49][C:50]=43)[C:43]2=[O:56])=[N:29][CH:30]=[CH:31][C:32]=1[C:2]1[CH:3]=[C:4]([NH:10][C:11]2[CH:16]=[CH:15][C:14]([N:17]3[CH2:20][CH:19]([OH:21])[CH2:18]3)=[CH:13][N:12]=2)[C:5](=[O:9])[N:6]([CH3:8])[CH:7]=1)(=[O:24])[CH3:23]. The catalyst class is: 543.